Dataset: Reaction yield outcomes from USPTO patents with 853,638 reactions. Task: Predict the reaction yield, written as a fraction of the theoretical maximum amount of product (1.0 means a 100% yield; for example, 0.34 means a 34% yield). (1) The reactants are N(OCCC(C)C)=O.[CH3:9][N:10]1[C:14](N)=[C:13]([C:16]([O:18][CH2:19][CH3:20])=[O:17])[CH:12]=[N:11]1.[CH3:21][S:22]SC. The catalyst is C(Cl)(Cl)Cl. The product is [CH3:9][N:10]1[C:14]([S:22][CH3:21])=[C:13]([C:16]([O:18][CH2:19][CH3:20])=[O:17])[CH:12]=[N:11]1. The yield is 0.970. (2) The reactants are Cl[C:2]1[S:10][C:9]2[C:8]([C:11]([C:13]3[S:14][CH:15]=[CH:16][CH:17]=3)=[O:12])=[N:7][C:6]([NH:18][CH2:19][C:20]3[CH:21]=[N:22][CH:23]=[CH:24][CH:25]=3)=[N:5][C:4]=2[CH:3]=1.[C:26](P(C(C)(C)C)C(C)(C)C)(C)(C)[CH3:27].C(C([Sn])=C(CCCC)CCCC)CCC.C(=O)([O-])[O-].[Cs+].[Cs+].Cl. The catalyst is O1CCCC1. The product is [N:22]1[CH:23]=[CH:24][CH:25]=[C:20]([CH2:19][NH:18][C:6]2[N:7]=[C:8]([C:11]([C:13]3[S:14][CH:15]=[CH:16][CH:17]=3)=[O:12])[C:9]3[S:10][C:2]([CH:26]=[CH2:27])=[CH:3][C:4]=3[N:5]=2)[CH:21]=1. The yield is 0.510. (3) The reactants are [C:1]([O:5][C:6]1[CH:11]=[CH:10][C:9]([CH2:12][C@H:13]([NH:33]C(=O)OCC2C3C=CC=CC=3C3C2=CC=CC=3)[C:14]([N:16]([CH2:25][CH:26]([O:30][CH2:31][CH3:32])[O:27][CH2:28][CH3:29])[C@@H:17]([C:19]2[CH:24]=[CH:23][CH:22]=[CH:21][CH:20]=2)[CH3:18])=[O:15])=[CH:8][CH:7]=1)([CH3:4])([CH3:3])[CH3:2].N1CCCCC1. No catalyst specified. The product is [NH2:33][C@@H:13]([CH2:12][C:9]1[CH:10]=[CH:11][C:6]([O:5][C:1]([CH3:4])([CH3:3])[CH3:2])=[CH:7][CH:8]=1)[C:14]([N:16]([CH2:25][CH:26]([O:30][CH2:31][CH3:32])[O:27][CH2:28][CH3:29])[C@@H:17]([C:19]1[CH:20]=[CH:21][CH:22]=[CH:23][CH:24]=1)[CH3:18])=[O:15]. The yield is 0.970. (4) The reactants are [Cl:1][C:2]1[CH:3]=[C:4]([CH:27]=[CH:28][C:29]=1[F:30])[NH:5][C:6]1[C:15]2[C:10](=[CH:11][C:12]([O:22][CH2:23][CH2:24][CH2:25]Cl)=[CH:13][C:14]=2[O:16][CH:17]2[CH2:21][CH2:20][O:19][CH2:18]2)[N:9]=[CH:8][N:7]=1.[CH3:31][N:32]([CH3:42])[C:33]([CH2:35][N:36]1[CH2:41][CH2:40][NH:39][CH2:38][CH2:37]1)=[O:34]. No catalyst specified. The product is [Cl:1][C:2]1[CH:3]=[C:4]([CH:27]=[CH:28][C:29]=1[F:30])[NH:5][C:6]1[C:15]2[C:10](=[CH:11][C:12]([O:22][CH2:23][CH2:24][CH2:25][N:39]3[CH2:38][CH2:37][N:36]([CH2:35][C:33](=[O:34])[N:32]([CH3:31])[CH3:42])[CH2:41][CH2:40]3)=[CH:13][C:14]=2[O:16][CH:17]2[CH2:21][CH2:20][O:19][CH2:18]2)[N:9]=[CH:8][N:7]=1. The yield is 0.620. (5) The reactants are C(=O)([O-])[O-].[K+].[K+].Br[C:8]1[CH:22]=[CH:21][C:11]([C:12]([NH:14][CH:15]([CH3:20])[C:16]([O:18]C)=[O:17])=[O:13])=[C:10]([F:23])[CH:9]=1.CC1(C)C(C)(C)OB([C:32]2[CH:33]=[N:34][C:35]([NH2:38])=[N:36][CH:37]=2)O1. The catalyst is O.C1(C)C=CC=CC=1.C(O)C.C1C=CC([P]([Pd]([P](C2C=CC=CC=2)(C2C=CC=CC=2)C2C=CC=CC=2)([P](C2C=CC=CC=2)(C2C=CC=CC=2)C2C=CC=CC=2)[P](C2C=CC=CC=2)(C2C=CC=CC=2)C2C=CC=CC=2)(C2C=CC=CC=2)C2C=CC=CC=2)=CC=1. The product is [NH2:38][C:35]1[N:36]=[CH:37][C:32]([C:8]2[CH:22]=[CH:21][C:11]([C:12]([NH:14][CH:15]([CH3:20])[C:16]([OH:18])=[O:17])=[O:13])=[C:10]([F:23])[CH:9]=2)=[CH:33][N:34]=1. The yield is 1.00. (6) The reactants are [C@H:1]1([NH2:10])[C:9]2[C:4](=[CH:5][CH:6]=[CH:7][CH:8]=2)[CH2:3][CH2:2]1.CO[CH:13]=[CH:14][CH:15]=[C:16]([C:21]([O:23][CH3:24])=[O:22])[C:17]([O:19][CH3:20])=[O:18]. The catalyst is C1COCC1. The product is [C@H:1]1([NH:10][CH:13]=[CH:14][CH:15]=[C:16]([C:17]([O:19][CH3:20])=[O:18])[C:21]([O:23][CH3:24])=[O:22])[C:9]2[C:4](=[CH:5][CH:6]=[CH:7][CH:8]=2)[CH2:3][CH2:2]1. The yield is 0.970.